This data is from Full USPTO retrosynthesis dataset with 1.9M reactions from patents (1976-2016). The task is: Predict the reactants needed to synthesize the given product. (1) Given the product [CH2:18]([O:21][CH:22]1[CH2:27][CH2:26][CH:25]([N:1]2[CH2:6][CH2:5][CH:4]([N:7]3[C@@H:16]4[C@H:11]([CH2:12][CH2:13][CH2:14][CH2:15]4)[CH2:10][NH:9][C:8]3=[O:17])[CH2:3][CH2:2]2)[CH2:24][CH2:23]1)[C:19]#[CH:20], predict the reactants needed to synthesize it. The reactants are: [NH:1]1[CH2:6][CH2:5][CH:4]([N:7]2[C@@H:16]3[C@H:11]([CH2:12][CH2:13][CH2:14][CH2:15]3)[CH2:10][NH:9][C:8]2=[O:17])[CH2:3][CH2:2]1.[CH2:18]([O:21][CH:22]1[CH2:27][CH2:26][C:25](=O)[CH2:24][CH2:23]1)[C:19]#[CH:20]. (2) Given the product [CH3:26][C:4]1([CH3:3])[O:8][CH:7]([CH2:9][O:10][C:11]2[CH:12]=[CH:13][CH:14]=[CH:15][C:16]=2[C:31]2([O:52][CH2:53][CH:54]3[CH2:55][O:56]3)[CH:30]=[CH:29][C:28]([CH:27]=[O:60])=[CH:33][CH2:32]2)[CH2:6][O:5]1, predict the reactants needed to synthesize it. The reactants are: [H-].[Na+].[CH3:3][C:4]1([CH3:26])[O:8][CH:7]([CH2:9][O:10][C:11]2[CH:16]=[CH:15][C:14](C(C3C=CC(O)=CC=3)=O)=[CH:13][CH:12]=2)[CH2:6][O:5]1.[CH3:27][C:28]1[CH:33]=[CH:32][C:31](S(OC[C@@H]2OC2)(=O)=O)=[CH:30][CH:29]=1.CC1C=CC(S([O:52][CH2:53][C@H:54]2[O:56][CH2:55]2)(=O)=O)=CC=1.CN(C)C=[O:60]. (3) Given the product [I:1][C:2]1[CH:3]=[N:4][N:5]2[CH2:10][CH2:9][N:8]([C:12]([NH:11][C:14]3[CH:19]=[CH:18][CH:17]=[CH:16][CH:15]=3)=[O:13])[CH2:7][C:6]=12, predict the reactants needed to synthesize it. The reactants are: [I:1][C:2]1[CH:3]=[N:4][N:5]2[CH2:10][CH2:9][NH:8][CH2:7][C:6]=12.[N:11]([C:14]1[CH:19]=[CH:18][CH:17]=[CH:16][CH:15]=1)=[C:12]=[O:13].CCN(CC)CC. (4) Given the product [CH3:1][C:2]1[CH:7]=[C:6]([O:13][CH3:12])[CH:5]=[CH:4][N+:3]=1[O-:11], predict the reactants needed to synthesize it. The reactants are: [CH3:1][C:2]1[CH:7]=[C:6]([N+]([O-])=O)[CH:5]=[CH:4][N+:3]=1[O-:11].[CH3:12][O-:13].[Na+].CO.Cl. (5) Given the product [C:1]1([C:7]2[CH:12]=[CH:11][C:10]([C:13]3[C:17]([CH2:18][OH:19])=[CH:16][O:15][N:14]=3)=[CH:9][CH:8]=2)[CH:2]=[CH:3][CH:4]=[CH:5][CH:6]=1, predict the reactants needed to synthesize it. The reactants are: [C:1]1([C:7]2[CH:12]=[CH:11][C:10]([C:13]3[C:17]([C:18](OCC)=[O:19])=[CH:16][O:15][N:14]=3)=[CH:9][CH:8]=2)[CH:6]=[CH:5][CH:4]=[CH:3][CH:2]=1.[H-].C([Al+]CC(C)C)C(C)C.Cl. (6) The reactants are: [O:1]=[C:2]1[NH:10]/[C:9](=[N:11]\[NH:12][C:13](=O)[CH2:14][CH2:15][C:16]2[O:17][C:18]([C:21]3[CH:26]=[CH:25][CH:24]=[CH:23][CH:22]=3)=[N:19][N:20]=2)/[N:8]([CH2:28][CH2:29][CH2:30][CH2:31][CH3:32])[C:7]2[N:6]=[CH:5][NH:4][C:3]1=2. Given the product [CH2:28]([N:8]1[C:7]2[N:6]=[CH:5][NH:4][C:3]=2[C:2](=[O:1])[N:10]2[C:13]([CH2:14][CH2:15][C:16]3[O:17][C:18]([C:21]4[CH:26]=[CH:25][CH:24]=[CH:23][CH:22]=4)=[N:19][N:20]=3)=[N:12][N:11]=[C:9]12)[CH2:29][CH2:30][CH2:31][CH3:32], predict the reactants needed to synthesize it. (7) Given the product [CH3:34][C:16]1[C:15]([C:13]2[O:14][C:10]3[CH:9]=[CH:8][C:7]([CH2:5][N:40]4[CH2:41][CH2:42][N:37]([CH3:36])[CH2:38][CH2:39]4)=[CH:35][C:11]=3[CH:12]=2)=[C:22]([NH:23][C:24]2[C:25]([CH3:33])=[C:26]3[C:30](=[CH:31][CH:32]=2)[NH:29][CH:28]=[CH:27]3)[C:19]([C:20]#[N:21])=[CH:18][N:17]=1, predict the reactants needed to synthesize it. The reactants are: C([BH3-])#N.[Na+].[CH:5]([C:7]1[CH:8]=[CH:9][C:10]2[O:14][C:13]([C:15]3[C:16]([CH3:34])=[N:17][CH:18]=[C:19]([C:22]=3[NH:23][C:24]3[C:25]([CH3:33])=[C:26]4[C:30](=[CH:31][CH:32]=3)[NH:29][CH:28]=[CH:27]4)[C:20]#[N:21])=[CH:12][C:11]=2[CH:35]=1)=O.[CH3:36][N:37]1[CH2:42][CH2:41][NH:40][CH2:39][CH2:38]1.C(O)(=O)C. (8) The reactants are: [N:1]([CH:4]([C:6]1[N:7]=[C:8]2[S:23][CH:22]=[C:21]([CH3:24])[N:9]2[C:10](=[O:20])[C:11]=1[C:12]1[CH:17]=[C:16]([F:18])[CH:15]=[C:14]([Cl:19])[CH:13]=1)[CH3:5])=[N+]=[N-].CP(C)C. Given the product [NH2:1][CH:4]([C:6]1[N:7]=[C:8]2[S:23][CH:22]=[C:21]([CH3:24])[N:9]2[C:10](=[O:20])[C:11]=1[C:12]1[CH:17]=[C:16]([F:18])[CH:15]=[C:14]([Cl:19])[CH:13]=1)[CH3:5], predict the reactants needed to synthesize it. (9) Given the product [CH3:22][O:21][C:11]1[CH:10]=[C:9]([NH:8][C:4]2[N:3]=[C:2]([O:23][C:24]3[CH:29]=[CH:28][CH:27]=[CH:26][C:25]=3[C:30]([F:31])([F:32])[F:33])[N:7]=[CH:6][N:5]=2)[CH:14]=[CH:13][C:12]=1[N:15]1[CH:19]=[C:18]([CH3:20])[N:17]=[CH:16]1, predict the reactants needed to synthesize it. The reactants are: Cl[C:2]1[N:7]=[CH:6][N:5]=[C:4]([NH:8][C:9]2[CH:14]=[CH:13][C:12]([N:15]3[CH:19]=[C:18]([CH3:20])[N:17]=[CH:16]3)=[C:11]([O:21][CH3:22])[CH:10]=2)[N:3]=1.[OH:23][C:24]1[CH:29]=[CH:28][CH:27]=[CH:26][C:25]=1[C:30]([F:33])([F:32])[F:31].